From a dataset of Full USPTO retrosynthesis dataset with 1.9M reactions from patents (1976-2016). Predict the reactants needed to synthesize the given product. (1) The reactants are: [NH2:1][C:2]1[CH:3]=[C:4]([C:9]2[CH:10]=[CH:11][C:12]3[O:18][CH2:17][CH2:16][N:15]([C:19]([O:21][C:22]([CH3:25])([CH3:24])[CH3:23])=[O:20])[CH2:14][C:13]=3[CH:26]=2)[CH:5]=[CH:6][C:7]=1[NH2:8].[CH2:27]([O:34][C:35]([NH:37][C:38](=NC(OCC1C=CC=CC=1)=O)SC)=[O:36])[C:28]1[CH:33]=[CH:32][CH:31]=[CH:30][CH:29]=1. Given the product [C:28]1([CH2:27][O:34][C:35]([NH:37][C:38]2[NH:1][C:2]3[CH:3]=[C:4]([C:9]4[CH:10]=[CH:11][C:12]5[O:18][CH2:17][CH2:16][N:15]([C:19]([O:21][C:22]([CH3:23])([CH3:25])[CH3:24])=[O:20])[CH2:14][C:13]=5[CH:26]=4)[CH:5]=[CH:6][C:7]=3[N:8]=2)=[O:36])[CH:33]=[CH:32][CH:31]=[CH:30][CH:29]=1, predict the reactants needed to synthesize it. (2) The reactants are: CC(C)([O-])C.[K+].[N+:7]([CH2:9][C:10]([O:12][CH3:13])=[O:11])#[C-:8].[C:14]1([C:20]2[S:21][CH:22]=[C:23]([C@@H:25]([N:36]=[C:37]=[S:38])[CH2:26][C:27]3[CH:32]=[CH:31][C:30]([N+:33]([O-:35])=[O:34])=[CH:29][CH:28]=3)[N:24]=2)[CH:19]=[CH:18][CH:17]=[CH:16][CH:15]=1. Given the product [C:14]1([C:20]2[S:21][CH:22]=[C:23]([C@@H:25]([NH:36][C:37]3[S:38][CH:8]=[N:7][C:9]=3[C:10]([O:12][CH3:13])=[O:11])[CH2:26][C:27]3[CH:32]=[CH:31][C:30]([N+:33]([O-:35])=[O:34])=[CH:29][CH:28]=3)[N:24]=2)[CH:19]=[CH:18][CH:17]=[CH:16][CH:15]=1, predict the reactants needed to synthesize it. (3) Given the product [C:1]([O:5][C:6](=[O:42])[CH:7]([NH:34][C:35]([O:37][C:38]([CH3:41])([CH3:40])[CH3:39])=[O:36])[CH2:8][C:9]1[CH:14]=[C:13]([C:15](=[O:30])[C:16]2[CH:21]=[C:20]([C:22]([F:25])([F:24])[F:23])[CH:19]=[C:18]([C:26]([F:27])([F:28])[F:29])[CH:17]=2)[CH:12]=[CH:11][C:10]=1[NH2:31])([CH3:3])([CH3:4])[CH3:2], predict the reactants needed to synthesize it. The reactants are: [C:1]([O:5][C:6](=[O:42])[CH:7]([NH:34][C:35]([O:37][C:38]([CH3:41])([CH3:40])[CH3:39])=[O:36])[CH2:8][C:9]1[CH:14]=[C:13]([C:15](=[O:30])[C:16]2[CH:21]=[C:20]([C:22]([F:25])([F:24])[F:23])[CH:19]=[C:18]([C:26]([F:29])([F:28])[F:27])[CH:17]=2)[CH:12]=[CH:11][C:10]=1[N+:31]([O-])=O)([CH3:4])([CH3:3])[CH3:2].